This data is from Reaction yield outcomes from USPTO patents with 853,638 reactions. The task is: Predict the reaction yield, written as a fraction of the theoretical maximum amount of product (1.0 means a 100% yield; for example, 0.34 means a 34% yield). (1) The reactants are [CH3:1][O:2][C:3](=[O:23])[C:4]1[CH:9]=[C:8]([CH3:10])[CH:7]=[C:6]([CH3:11])[C:5]=1[NH:12][S:13]([C:16]1[CH:21]=[CH:20][C:19]([F:22])=[CH:18][CH:17]=1)(=[O:15])=[O:14].[H-].[Na+].[CH2:26](Br)[C:27]1[CH:32]=[CH:31][CH:30]=[CH:29][CH:28]=1.O. The yield is 0.850. The catalyst is CN(C=O)C. The product is [CH3:1][O:2][C:3](=[O:23])[C:4]1[CH:9]=[C:8]([CH3:10])[CH:7]=[C:6]([CH3:11])[C:5]=1[N:12]([CH2:26][C:27]1[CH:32]=[CH:31][CH:30]=[CH:29][CH:28]=1)[S:13]([C:16]1[CH:21]=[CH:20][C:19]([F:22])=[CH:18][CH:17]=1)(=[O:15])=[O:14]. (2) The reactants are F[C:2]1[CH:7]=[C:6]([CH2:8][OH:9])[CH:5]=[CH:4][N:3]=1.[C:10](O[C:10]([O:12][C:13]([CH3:16])([CH3:15])[CH3:14])=[O:11])([O:12][C:13]([CH3:16])([CH3:15])[CH3:14])=[O:11].[NH3:25]. No catalyst specified. The product is [C:13]([O:12][C:10](=[O:11])[NH:25][C:2]1[CH:7]=[C:6]([CH2:8][OH:9])[CH:5]=[CH:4][N:3]=1)([CH3:16])([CH3:15])[CH3:14]. The yield is 0.250. (3) The reactants are [CH3:1][C:2]1[N:7]=[C:6]2[NH:8][CH:9]=[CH:10][C:5]2=[C:4]([C:11]2[CH:16]=[CH:15][C:14]([CH3:17])=[CH:13][CH:12]=2)[C:3]=1[C:18]([O:20][CH3:21])=[O:19].C1(P(C2C=CC=CC=2)C2C=CC=CC=2)C=CC=CC=1.[F:41][C:42]1[CH:47]=[CH:46][C:45]([C@@H:48](O)[CH3:49])=[CH:44][CH:43]=1.CC(OC(/N=N/C(OC(C)C)=O)=O)C. The catalyst is O1CCCC1. The product is [F:41][C:42]1[CH:47]=[CH:46][C:45]([C@H:48]([N:8]2[C:6]3=[N:7][C:2]([CH3:1])=[C:3]([C:18]([O:20][CH3:21])=[O:19])[C:4]([C:11]4[CH:12]=[CH:13][C:14]([CH3:17])=[CH:15][CH:16]=4)=[C:5]3[CH:10]=[CH:9]2)[CH3:49])=[CH:44][CH:43]=1. The yield is 0.111. (4) The reactants are [I:1][C:2]1[CH:3]=[C:4]2[C:9](=[CH:10][CH:11]=1)[C:8](=[O:12])[NH:7][C:6](=[O:13])/[C:5]/2=[CH:14]/OC.[NH2:17][CH2:18][C:19]1[CH:24]=[CH:23][N:22]([C:25]2[CH:29]=[CH:28][S:27][CH:26]=2)[C:21](=[O:30])[CH:20]=1.C(N(CC)CC)C. The catalyst is CN(C)C=O. The yield is 0.430. The product is [I:1][C:2]1[CH:3]=[C:4]2[C:9](=[CH:10][CH:11]=1)[C:8](=[O:12])[NH:7][C:6](=[O:13])/[C:5]/2=[CH:14]\[NH:17][CH2:18][C:19]1[CH:24]=[CH:23][N:22]([C:25]2[CH:29]=[CH:28][S:27][CH:26]=2)[C:21](=[O:30])[CH:20]=1.